Dataset: Merck oncology drug combination screen with 23,052 pairs across 39 cell lines. Task: Regression. Given two drug SMILES strings and cell line genomic features, predict the synergy score measuring deviation from expected non-interaction effect. (1) Synergy scores: synergy=-7.28. Drug 2: Cn1cc(-c2cnn3c(N)c(Br)c(C4CCCNC4)nc23)cn1. Cell line: UWB1289. Drug 1: COC1=C2CC(C)CC(OC)C(O)C(C)C=C(C)C(OC(N)=O)C(OC)C=CC=C(C)C(=O)NC(=CC1=O)C2=O. (2) Drug 1: CCC1=CC2CN(C1)Cc1c([nH]c3ccccc13)C(C(=O)OC)(c1cc3c(cc1OC)N(C)C1C(O)(C(=O)OC)C(OC(C)=O)C4(CC)C=CCN5CCC31C54)C2. Drug 2: Cn1c(=O)n(-c2ccc(C(C)(C)C#N)cc2)c2c3cc(-c4cnc5ccccc5c4)ccc3ncc21. Cell line: NCIH23. Synergy scores: synergy=-212. (3) Drug 2: Cn1c(=O)n(-c2ccc(C(C)(C)C#N)cc2)c2c3cc(-c4cnc5ccccc5c4)ccc3ncc21. Drug 1: CCC1=CC2CN(C1)Cc1c([nH]c3ccccc13)C(C(=O)OC)(c1cc3c(cc1OC)N(C)C1C(O)(C(=O)OC)C(OC(C)=O)C4(CC)C=CCN5CCC31C54)C2. Cell line: VCAP. Synergy scores: synergy=-23.5. (4) Drug 1: CCN(CC)CCNC(=O)c1c(C)[nH]c(C=C2C(=O)Nc3ccc(F)cc32)c1C. Drug 2: Cn1c(=O)n(-c2ccc(C(C)(C)C#N)cc2)c2c3cc(-c4cnc5ccccc5c4)ccc3ncc21. Cell line: DLD1. Synergy scores: synergy=21.2. (5) Drug 1: O=S1(=O)NC2(CN1CC(F)(F)F)C1CCC2Cc2cc(C=CCN3CCC(C(F)(F)F)CC3)ccc2C1. Drug 2: CCN(CC)CCNC(=O)c1c(C)[nH]c(C=C2C(=O)Nc3ccc(F)cc32)c1C. Cell line: MDAMB436. Synergy scores: synergy=5.59. (6) Drug 1: O=S1(=O)NC2(CN1CC(F)(F)F)C1CCC2Cc2cc(C=CCN3CCC(C(F)(F)F)CC3)ccc2C1. Drug 2: CNC(=O)c1cc(Oc2ccc(NC(=O)Nc3ccc(Cl)c(C(F)(F)F)c3)cc2)ccn1. Cell line: A427. Synergy scores: synergy=10.3.